Dataset: NCI-60 drug combinations with 297,098 pairs across 59 cell lines. Task: Regression. Given two drug SMILES strings and cell line genomic features, predict the synergy score measuring deviation from expected non-interaction effect. (1) Drug 1: C1=CC(=CC=C1C#N)C(C2=CC=C(C=C2)C#N)N3C=NC=N3. Drug 2: C1C(C(OC1N2C=NC(=NC2=O)N)CO)O. Cell line: CCRF-CEM. Synergy scores: CSS=31.7, Synergy_ZIP=1.20, Synergy_Bliss=1.30, Synergy_Loewe=-13.5, Synergy_HSA=-0.0389. (2) Drug 1: C1=NC2=C(N=C(N=C2N1C3C(C(C(O3)CO)O)O)F)N. Drug 2: CC1C(C(CC(O1)OC2CC(OC(C2O)C)OC3=CC4=CC5=C(C(=O)C(C(C5)C(C(=O)C(C(C)O)O)OC)OC6CC(C(C(O6)C)O)OC7CC(C(C(O7)C)O)OC8CC(C(C(O8)C)O)(C)O)C(=C4C(=C3C)O)O)O)O. Cell line: HCT-15. Synergy scores: CSS=28.0, Synergy_ZIP=2.69, Synergy_Bliss=0.207, Synergy_Loewe=-30.1, Synergy_HSA=-1.75.